From a dataset of Full USPTO retrosynthesis dataset with 1.9M reactions from patents (1976-2016). Predict the reactants needed to synthesize the given product. (1) Given the product [OH:1][C:2]1[CH:3]=[CH:4][C:5]([C@@H:8]2[O:17][C:16]3[C:11](=[CH:12][C:13]([OH:18])=[CH:14][CH:15]=3)[C@@H:10]3[CH2:19][S:24](=[O:26])(=[O:23])[CH2:21][C@H:9]23)=[CH:6][CH:7]=1, predict the reactants needed to synthesize it. The reactants are: [OH:1][C:2]1[CH:7]=[CH:6][C:5]([CH:8]2[O:17][C:16]3[C:11](=[CH:12][C:13]([OH:18])=[CH:14][CH:15]=3)[CH:10]3[CH2:19]S[CH2:21][CH:9]23)=[CH:4][CH:3]=1.O[O:23][S:24]([O-:26])=O.[K+].[O-]S([O-])=O.[Na+].[Na+]. (2) Given the product [Cl:22][C:5]1[N:10]=[CH:9][C:8]([C:11]2[S:15][C:14]([N+:16]([O-:18])=[O:17])=[C:13]([C:19]([NH2:21])=[O:20])[CH:12]=2)=[CH:7][CH:6]=1, predict the reactants needed to synthesize it. The reactants are: OC([C:5]1[N:10]=[CH:9][C:8]([C:11]2[S:15][C:14]([N+:16]([O-:18])=[O:17])=[C:13]([C:19]([NH2:21])=[O:20])[CH:12]=2)=[CH:7][CH:6]=1)(C)C.[Cl:22]C1C=CC(B(O)O)=CN=1.